This data is from Blood-brain barrier permeability regression values from the B3DB database. The task is: Regression/Classification. Given a drug SMILES string, predict its absorption, distribution, metabolism, or excretion properties. Task type varies by dataset: regression for continuous measurements (e.g., permeability, clearance, half-life) or binary classification for categorical outcomes (e.g., BBB penetration, CYP inhibition). For this dataset (b3db_regression), we predict Y. The drug is CN1CCCCC1CCN2C3=CC=CC=C3SC4=C2C=C(C=C4)S(=O)(=O)C. The Y is 0.200 log(BB ratio).